Dataset: Full USPTO retrosynthesis dataset with 1.9M reactions from patents (1976-2016). Task: Predict the reactants needed to synthesize the given product. (1) Given the product [Cl:16][C:17]1[C:18]([C:19]2[N:20]=[C:5]([C:4]3[C:3]([N+:13]([O-:15])=[O:14])=[C:2]([OH:1])[C:10]([O:11][CH3:12])=[CH:9][CH:8]=3)[O:7][N:21]=2)=[C:23]([CH3:29])[C:24]([Cl:28])=[C:25]([CH3:27])[N:26]=1, predict the reactants needed to synthesize it. The reactants are: [OH:1][C:2]1[C:3]([N+:13]([O-:15])=[O:14])=[C:4]([CH:8]=[CH:9][C:10]=1[O:11][CH3:12])[C:5]([OH:7])=O.[Cl:16][C:17]1[N:26]=[C:25]([CH3:27])[C:24]([Cl:28])=[C:23]([CH3:29])[C:18]=1/[C:19](=[N:21]/O)/[NH2:20]. (2) Given the product [C:16]1([CH:4]([NH:3][S:35]([C:29]2[CH:34]=[CH:33][CH:32]=[CH:31][CH:30]=2)(=[O:37])=[O:36])[C:5]([O:7][C@@H:8]2[CH:13]3[CH2:12][CH2:11][N:10]([CH2:15][CH2:14]3)[CH2:9]2)=[O:6])[CH:21]=[CH:20][CH:19]=[CH:18][CH:17]=1, predict the reactants needed to synthesize it. The reactants are: Cl.Cl.[NH2:3][CH:4]([C:16]1[CH:21]=[CH:20][CH:19]=[CH:18][CH:17]=1)[C:5]([O:7][C@@H:8]1[CH:13]2[CH2:14][CH2:15][N:10]([CH2:11][CH2:12]2)[CH2:9]1)=[O:6].C(N(CC)CC)C.[C:29]1([S:35](Cl)(=[O:37])=[O:36])[CH:34]=[CH:33][CH:32]=[CH:31][CH:30]=1. (3) Given the product [N:4]1([CH2:8][C:9]2[CH:14]=[CH:13][CH:12]=[CH:11][C:10]=2[NH2:15])[CH2:5][CH2:6][CH2:7][CH2:3]1, predict the reactants needed to synthesize it. The reactants are: C([CH:3]1[CH2:7][CH2:6][CH2:5][N:4]1[CH2:8][C:9]1[CH:14]=[CH:13][CH:12]=[CH:11][C:10]=1[N+:15]([O-])=O)C.